Dataset: Full USPTO retrosynthesis dataset with 1.9M reactions from patents (1976-2016). Task: Predict the reactants needed to synthesize the given product. (1) Given the product [F:30][C:29]([F:32])([F:31])[S:26]([O:1][C:2]1[CH:7]=[CH:6][CH:5]=[C:4]([C:8]2[N:13]([CH3:14])[C:12](=[O:15])[C:11]([O:16][CH2:17][C:18]3[CH:19]=[CH:20][C:21]([O:24][CH3:25])=[CH:22][CH:23]=3)=[CH:10][N:9]=2)[CH:3]=1)(=[O:28])=[O:27], predict the reactants needed to synthesize it. The reactants are: [OH:1][C:2]1[CH:3]=[C:4]([C:8]2[N:13]([CH3:14])[C:12](=[O:15])[C:11]([O:16][CH2:17][C:18]3[CH:23]=[CH:22][C:21]([O:24][CH3:25])=[CH:20][CH:19]=3)=[CH:10][N:9]=2)[CH:5]=[CH:6][CH:7]=1.[S:26](O[S:26]([C:29]([F:32])([F:31])[F:30])(=[O:28])=[O:27])([C:29]([F:32])([F:31])[F:30])(=[O:28])=[O:27].O. (2) Given the product [CH3:21][S:18]([NH:17][CH2:16][CH2:15][C:10]1[CH:11]=[C:12]2[C:7](=[CH:8][CH:9]=1)[CH:6]=[C:5]([O:4][CH2:3][CH2:2][NH:1][C:29](=[O:31])[CH3:30])[CH:14]=[CH:13]2)(=[O:20])=[O:19], predict the reactants needed to synthesize it. The reactants are: [NH2:1][CH2:2][CH2:3][O:4][C:5]1[CH:6]=[C:7]2[C:12](=[CH:13][CH:14]=1)[CH:11]=[C:10]([CH2:15][CH2:16][NH:17][S:18]([CH3:21])(=[O:20])=[O:19])[CH:9]=[CH:8]2.C(N(CC)CC)C.[C:29](Cl)(=[O:31])[CH3:30]. (3) Given the product [CH:1]1([NH:7][C:15](=[O:17])[CH3:16])[CH2:6][CH2:5][CH2:4][CH2:3][CH2:2]1, predict the reactants needed to synthesize it. The reactants are: [CH:1]1([NH2:7])[CH2:6][CH2:5][CH2:4][CH2:3][CH2:2]1.C(N(CC)CC)C.[C:15](Cl)(=[O:17])[CH3:16]. (4) The reactants are: [CH:1]([C:3]1[CH:13]=[CH:12][C:6]([C:7]([N:9]([CH3:11])[CH3:10])=[O:8])=[CH:5][CH:4]=1)=O.[CH2:14]([O:16][CH:17]([O:36][CH2:37][CH3:38])[C:18]1[CH:35]=[CH:34][C:21](/[CH:22]=[N:23]/[C:24]2[CH:32]=[CH:31][CH:30]=[C:29]3[C:25]=2[CH2:26][O:27][C:28]3=[O:33])=[CH:20][CH:19]=1)[CH3:15].[CH3:39][O-].[Na+].[C:42](OCC)(=[O:45])CC. Given the product [CH2:14]([O:16][CH:17]([O:36][CH2:37][CH3:38])[C:18]1[CH:19]=[CH:20][C:21]([CH:22]2[CH:1]([C:3]3[CH:13]=[CH:12][C:6]([C:7](=[O:8])[N:9]([CH3:11])[CH3:10])=[CH:5][CH:4]=3)[C:42](=[O:45])[C:25]3[C:29]([C:28]([O:27][CH2:26][CH3:39])=[O:33])=[CH:30][CH:31]=[CH:32][C:24]=3[NH:23]2)=[CH:34][CH:35]=1)[CH3:15], predict the reactants needed to synthesize it. (5) The reactants are: [N:1]1[CH:6]=[CH:5][CH:4]=[N:3][C:2]=1[N:7]1[CH2:12][CH:11]=[C:10]([C:13]([OH:15])=O)[CH2:9][CH2:8]1.C(Cl)(C(Cl)=O)=O.N1C=CC=CC=1.[Cl:28][C:29]1[CH:35]=[CH:34][C:32]([NH2:33])=[CH:31][CH:30]=1. Given the product [Cl:28][C:29]1[CH:35]=[CH:34][C:32]([NH:33][C:13]([C:10]2[CH2:9][CH2:8][N:7]([C:2]3[N:1]=[CH:6][CH:5]=[CH:4][N:3]=3)[CH2:12][CH:11]=2)=[O:15])=[CH:31][CH:30]=1, predict the reactants needed to synthesize it. (6) Given the product [C:21]([C:18]1[CH:19]=[CH:20][C:15]([N:1]2[CH:5]=[CH:4][C:3]([C:6]3[CH:13]=[CH:12][C:9]([C:10]#[N:11])=[CH:8][CH:7]=3)=[N:2]2)=[CH:16][CH:17]=1)(=[O:24])[CH2:22][CH3:23], predict the reactants needed to synthesize it. The reactants are: [NH:1]1[CH:5]=[CH:4][C:3]([C:6]2[CH:13]=[CH:12][C:9]([C:10]#[N:11])=[CH:8][CH:7]=2)=[N:2]1.Br[C:15]1[CH:20]=[CH:19][C:18]([C:21](=[O:24])[CH2:22][CH3:23])=[CH:17][CH:16]=1.C([O-])([O-])=O.[Cs+].[Cs+]. (7) Given the product [CH2:65]([O:64][C:63](=[O:72])[NH:62][CH:10]1[CH2:14][C:13]2[CH:15]=[CH:16][CH:17]=[C:18]([C:19]3[CH:24]=[CH:23][C:22]([Cl:25])=[CH:21][C:20]=3[CH3:26])[C:12]=2[O:11]1)[C:66]1[CH:71]=[CH:70][CH:69]=[CH:68][CH:67]=1, predict the reactants needed to synthesize it. The reactants are: C(C([CH:10]1[CH2:14][C:13]2[CH:15]=[CH:16][CH:17]=[C:18]([C:19]3[CH:24]=[CH:23][C:22]([Cl:25])=[CH:21][C:20]=3[CH3:26])[C:12]=2[O:11]1)N)C1C=CC=CC=1.C(N(C(C)C)CC)(C)C.ClC(OCC1C=CC=CC=1)=O.C1(C2C3OC(C[NH:62][C:63](=[O:72])[O:64][CH2:65][C:66]4[CH:71]=[CH:70][CH:69]=[CH:68][CH:67]=4)CC=3C=CC=2)CCCC1. (8) Given the product [CH:44]1([CH2:50][NH:1][CH2:2][CH2:3][O:4][C:5]2[CH:6]=[CH:7][C:8]([CH:11]3[CH2:16][CH2:15][N:14]([C:17]([O:19][CH2:20][C:21]4[CH:26]=[CH:25][CH:24]=[CH:23][CH:22]=4)=[O:18])[CH2:13][CH:12]3[O:27][CH2:28][C:29]3[CH:30]=[CH:31][C:32]4[O:37][CH2:36][CH2:35][N:34]([CH2:38][CH2:39][CH2:40][O:41][CH3:42])[C:33]=4[CH:43]=3)=[CH:9][CH:10]=2)[CH2:49][CH2:48][CH2:47][CH2:46][CH2:45]1, predict the reactants needed to synthesize it. The reactants are: [NH2:1][CH2:2][CH2:3][O:4][C:5]1[CH:10]=[CH:9][C:8]([CH:11]2[CH2:16][CH2:15][N:14]([C:17]([O:19][CH2:20][C:21]3[CH:26]=[CH:25][CH:24]=[CH:23][CH:22]=3)=[O:18])[CH2:13][CH:12]2[O:27][CH2:28][C:29]2[CH:30]=[CH:31][C:32]3[O:37][CH2:36][CH2:35][N:34]([CH2:38][CH2:39][CH2:40][O:41][CH3:42])[C:33]=3[CH:43]=2)=[CH:7][CH:6]=1.[CH:44]1([CH:50]=O)[CH2:49][CH2:48][CH2:47][CH2:46][CH2:45]1.[BH4-].[Na+].[OH-].[Na+].